Dataset: Full USPTO retrosynthesis dataset with 1.9M reactions from patents (1976-2016). Task: Predict the reactants needed to synthesize the given product. (1) Given the product [OH:20][CH2:21][C@H:22]([NH:25][C:3]1[S:4]/[C:5](=[CH:9]\[C:10]2[CH:11]=[C:12]3[C:17](=[CH:18][CH:19]=2)[N:16]=[CH:15][CH:14]=[CH:13]3)/[C:6](=[O:8])[N:7]=1)[CH2:23][CH3:24], predict the reactants needed to synthesize it. The reactants are: CS[C:3]1[S:4]/[C:5](=[CH:9]\[C:10]2[CH:11]=[C:12]3[C:17](=[CH:18][CH:19]=2)[N:16]=[CH:15][CH:14]=[CH:13]3)/[C:6](=[O:8])[N:7]=1.[OH:20][CH2:21][C@H:22]([NH2:25])[CH2:23][CH3:24].CCN(C(C)C)C(C)C. (2) Given the product [C:34]([O:38][C:39]([N:41]1[CH2:46][C@H:45]([CH2:47][N:48]2[CH2:49][CH2:50][O:51][CH2:52][CH2:53]2)[N:44]([CH2:54][C:55]([N:15]2[C:9]3[CH:8]=[C:7]([CH2:6][C:5]4[CH:4]=[CH:3][C:2]([F:1])=[CH:19][CH:18]=4)[N:12]=[CH:11][C:10]=3[C:13]([CH3:17])([CH3:16])[CH2:14]2)=[O:56])[CH2:43][C@H:42]1[CH3:58])=[O:40])([CH3:37])([CH3:36])[CH3:35], predict the reactants needed to synthesize it. The reactants are: [F:1][C:2]1[CH:19]=[CH:18][C:5]([CH2:6][C:7]2[N:12]=[CH:11][C:10]3[C:13]([CH3:17])([CH3:16])[CH2:14][NH:15][C:9]=3[CH:8]=2)=[CH:4][CH:3]=1.C(N(C(C)C)CC)(C)C.ClCC(Cl)=O.[C:34]([O:38][C:39]([N:41]1[CH2:46][C@H:45]([CH2:47][N:48]2[CH2:53][CH2:52][O:51][CH2:50][CH2:49]2)[N:44]([CH2:54][C:55](O)=[O:56])[CH2:43][C@H:42]1[CH3:58])=[O:40])([CH3:37])([CH3:36])[CH3:35]. (3) Given the product [C:1]([O:5][C:6]([N:8]([CH2:20][C:21]1[CH:26]=[CH:25][C:24]([NH2:27])=[CH:23][CH:22]=1)[CH2:9][O:10][C:11]1[CH:16]=[CH:15][C:14]([NH2:17])=[CH:13][CH:12]=1)=[O:7])([CH3:4])([CH3:2])[CH3:3], predict the reactants needed to synthesize it. The reactants are: [C:1]([O:5][C:6]([N:8]([CH2:20][C:21]1[CH:26]=[CH:25][C:24]([N+:27]([O-])=O)=[CH:23][CH:22]=1)[CH2:9][O:10][C:11]1[CH:16]=[CH:15][C:14]([N+:17]([O-])=O)=[CH:13][CH:12]=1)=[O:7])([CH3:4])([CH3:3])[CH3:2].[H][H]. (4) Given the product [Cl:30][C:17]1[CH:16]=[C:15]([N:6]([C:7]2[CH:12]=[CH:11][C:10]([F:13])=[CH:9][C:8]=2[CH3:14])[C:5]([O:4][CH:2]([O:36][C:34](=[O:35])[C:33]([CH3:38])([CH3:37])[CH3:32])[CH3:3])=[O:31])[CH:20]=[CH:19][C:18]=1[C:21](=[O:29])[C:22]1[CH:27]=[CH:26][CH:25]=[CH:24][C:23]=1[CH3:28], predict the reactants needed to synthesize it. The reactants are: Cl[CH:2]([O:4][C:5](=[O:31])[N:6]([C:15]1[CH:20]=[CH:19][C:18]([C:21](=[O:29])[C:22]2[CH:27]=[CH:26][CH:25]=[CH:24][C:23]=2[CH3:28])=[C:17]([Cl:30])[CH:16]=1)[C:7]1[CH:12]=[CH:11][C:10]([F:13])=[CH:9][C:8]=1[CH3:14])[CH3:3].[CH3:32][C:33]([CH3:38])([CH3:37])[C:34]([O-:36])=[O:35].C([N+](CCCC)(CCCC)CCCC)CCC. (5) Given the product [C:2]([C:4]1([NH:10][C:11](=[O:17])[O:12][C:13]([CH3:15])([CH3:14])[CH3:16])[CH2:5][CH2:6][O:7][CH2:8][CH2:9]1)#[N:1], predict the reactants needed to synthesize it. The reactants are: [NH2:1][C:2]([C:4]1([NH:10][C:11](=[O:17])[O:12][C:13]([CH3:16])([CH3:15])[CH3:14])[CH2:9][CH2:8][O:7][CH2:6][CH2:5]1)=O.C(N(CC)CC)C.FC(F)(F)C(OC(=O)C(F)(F)F)=O. (6) Given the product [C:1]([O:5][C:6](=[O:25])[NH:7][CH:8]([C:18]1[CH:19]=[CH:20][C:21]([Cl:24])=[CH:22][CH:23]=1)[C:9]([C:11]1[CH:16]=[CH:15][C:14]([O:17][CH:28]([CH2:29][F:30])[CH2:27][F:26])=[CH:13][CH:12]=1)=[O:10])([CH3:4])([CH3:2])[CH3:3], predict the reactants needed to synthesize it. The reactants are: [C:1]([O:5][C:6](=[O:25])[NH:7][CH:8]([C:18]1[CH:23]=[CH:22][C:21]([Cl:24])=[CH:20][CH:19]=1)[C:9]([C:11]1[CH:16]=[CH:15][C:14]([OH:17])=[CH:13][CH:12]=1)=[O:10])([CH3:4])([CH3:3])[CH3:2].[F:26][CH2:27][CH:28](O)[CH2:29][F:30]. (7) Given the product [CH3:6][NH:8][CH2:9][CH2:10][C:11]([N:61]1[CH2:60][CH2:59][C:58]2[CH:64]=[CH:65][C:55]([C:52]3[N:51]=[C:50]([C:47]4[CH:48]=[CH:49][C:42]([O:41][CH:39]([CH3:38])[CH3:40])=[C:43]([CH:46]=4)[C:44]#[N:45])[O:54][N:53]=3)=[CH:56][C:57]=2[CH2:63][CH2:62]1)=[O:12], predict the reactants needed to synthesize it. The reactants are: CC(O[C:6]([N:8](C)[CH2:9][CH2:10][C:11](O)=[O:12])=O)(C)C.C(N1CCOCC1)C.C1C=CC2N(O)N=NC=2C=1.C(Cl)CCl.Cl.[CH3:38][CH:39]([O:41][C:42]1[CH:49]=[CH:48][C:47]([C:50]2[O:54][N:53]=[C:52]([C:55]3[CH:65]=[CH:64][C:58]4[CH2:59][CH2:60][NH:61][CH2:62][CH2:63][C:57]=4[CH:56]=3)[N:51]=2)=[CH:46][C:43]=1[C:44]#[N:45])[CH3:40].FC(F)(F)C(O)=O.